From a dataset of Peptide-MHC class I binding affinity with 185,985 pairs from IEDB/IMGT. Regression. Given a peptide amino acid sequence and an MHC pseudo amino acid sequence, predict their binding affinity value. This is MHC class I binding data. (1) The peptide sequence is ALKAYFTAK. The MHC is HLA-A03:01 with pseudo-sequence HLA-A03:01. The binding affinity (normalized) is 0.313. (2) The peptide sequence is ATSGYRIAY. The MHC is HLA-A03:01 with pseudo-sequence HLA-A03:01. The binding affinity (normalized) is 0.0847.